From a dataset of Reaction yield outcomes from USPTO patents with 853,638 reactions. Predict the reaction yield, written as a fraction of the theoretical maximum amount of product (1.0 means a 100% yield; for example, 0.34 means a 34% yield). (1) The reactants are [Cl:1][C:2]1[CH:3]=[CH:4][C:5]([O:15][CH2:16][C:17]2[C:22]([F:23])=[CH:21][CH:20]=[CH:19][C:18]=2[F:24])=[C:6]([C:8](=O)[CH2:9][CH2:10][C:11](=O)[CH3:12])[CH:7]=1.[CH3:25][O:26][C:27](=[O:36])[C:28]1[CH:33]=[C:32]([NH2:34])[CH:31]=[C:30]([NH2:35])[CH:29]=1.CC1C=CC(S(O)(=O)=O)=CC=1. The catalyst is C(#N)C.C(Cl)Cl. The product is [CH3:25][O:26][C:27](=[O:36])[C:28]1[CH:29]=[C:30]([NH2:35])[CH:31]=[C:32]([N:34]2[C:11]([CH3:12])=[CH:10][CH:9]=[C:8]2[C:6]2[CH:7]=[C:2]([Cl:1])[CH:3]=[CH:4][C:5]=2[O:15][CH2:16][C:17]2[C:22]([F:23])=[CH:21][CH:20]=[CH:19][C:18]=2[F:24])[CH:33]=1. The yield is 0.480. (2) The reactants are [H-].[Na+].[F:3][C:4]([F:14])([F:13])[CH:5]([C:7]1[CH:12]=[CH:11][CH:10]=[CH:9][CH:8]=1)[OH:6].[Cl:15][C:16]1[CH:21]=[C:20](Cl)[N:19]=[CH:18][N:17]=1. The catalyst is C1COCC1.CCOC(C)=O. The product is [Cl:15][C:16]1[CH:21]=[C:20]([O:6][CH:5]([C:7]2[CH:12]=[CH:11][CH:10]=[CH:9][CH:8]=2)[C:4]([F:13])([F:14])[F:3])[N:19]=[CH:18][N:17]=1. The yield is 0.950.